Dataset: Full USPTO retrosynthesis dataset with 1.9M reactions from patents (1976-2016). Task: Predict the reactants needed to synthesize the given product. Given the product [CH3:23][C:24]1[N:29]=[C:28]([C:30]2[CH:35]=[CH:34][CH:33]=[CH:32][CH:31]=2)[C:27]([NH:36][C:37]([NH:15][CH:13]2[C:14]3[CH:1]=[CH:2][CH:3]=[CH:4][C:5]=3[O:6][C:7]3[C:12]2=[CH:11][CH:10]=[CH:9][CH:8]=3)=[O:38])=[CH:26][N:25]=1, predict the reactants needed to synthesize it. The reactants are: [CH:1]1[C:14]2[CH:13]([NH2:15])[C:12]3[C:7](=[CH:8][CH:9]=[CH:10][CH:11]=3)[O:6][C:5]=2[CH:4]=[CH:3][CH:2]=1.C(N(CC)CC)C.[CH3:23][C:24]1[N:29]=[C:28]([C:30]2[CH:35]=[CH:34][CH:33]=[CH:32][CH:31]=2)[C:27]([NH:36][C:37](=O)[O:38]C2C=CC=CC=2)=[CH:26][N:25]=1.